This data is from Full USPTO retrosynthesis dataset with 1.9M reactions from patents (1976-2016). The task is: Predict the reactants needed to synthesize the given product. (1) Given the product [CH3:35][O:36][C:37]1[CH:38]=[C:39]([NH:43][C:44](=[O:70])[NH:45][C:46]2[CH:47]=[CH:48][C:49]([C:52]3[CH:53]=[C:54]4[C:58](=[CH:59][CH:60]=3)[C:57](=[O:61])[N:56]([C@@H:62]([CH:67]([CH3:68])[CH3:69])[C:63]([OH:65])=[O:64])[CH2:55]4)=[CH:50][CH:51]=2)[CH:40]=[CH:41][CH:42]=1, predict the reactants needed to synthesize it. The reactants are: FC1C=CC(NC(=O)NC2C=CC(C3C=C4C(=CC=3)C(=O)N([C@@H](C(C)C)C(O)=O)C4)=CC=2)=CC=1.[CH3:35][O:36][C:37]1[CH:38]=[C:39]([NH:43][C:44](=[O:70])[NH:45][C:46]2[CH:51]=[CH:50][C:49]([C:52]3[CH:53]=[C:54]4[C:58](=[CH:59][CH:60]=3)[C:57](=[O:61])[N:56]([C@@H:62]([CH:67]([CH3:69])[CH3:68])[C:63]([O:65]C)=[O:64])[CH2:55]4)=[CH:48][CH:47]=2)[CH:40]=[CH:41][CH:42]=1. (2) Given the product [Cl:8][C:9]1[CH:14]=[C:13]([O:15][C:16]2[C:25]3[C:20](=[CH:21][C:22]([O:28][CH3:29])=[C:23]([O:26][CH3:27])[CH:24]=3)[N:19]=[CH:18][N:17]=2)[CH:12]=[CH:11][C:10]=1[N:30]([CH3:1])[C:31](=[O:41])[O:32][CH2:33][C:34]1[CH:39]=[CH:38][CH:37]=[CH:36][C:35]=1[Cl:40], predict the reactants needed to synthesize it. The reactants are: [CH3:1]N(C)C=O.[H-].[Na+].[Cl:8][C:9]1[CH:14]=[C:13]([O:15][C:16]2[C:25]3[C:20](=[CH:21][C:22]([O:28][CH3:29])=[C:23]([O:26][CH3:27])[CH:24]=3)[N:19]=[CH:18][N:17]=2)[CH:12]=[CH:11][C:10]=1[NH:30][C:31](=[O:41])[O:32][CH2:33][C:34]1[CH:39]=[CH:38][CH:37]=[CH:36][C:35]=1[Cl:40].CI. (3) Given the product [CH2:66]([S:73][C:2]1[CH:3]=[C:4]2[C:9](=[CH:10][CH:11]=1)[C:8]([Cl:12])=[N:7][N:6]=[C:5]2[O:13][CH3:14])[C:67]1[CH:72]=[CH:71][CH:70]=[CH:69][CH:68]=1, predict the reactants needed to synthesize it. The reactants are: Br[C:2]1[CH:3]=[C:4]2[C:9](=[CH:10][CH:11]=1)[C:8]([Cl:12])=[N:7][N:6]=[C:5]2[O:13][CH3:14].CC1(C)C2C(=C(P(C3C=CC=CC=3)C3C=CC=CC=3)C=CC=2)OC2C(P(C3C=CC=CC=3)C3C=CC=CC=3)=CC=CC1=2.CCN(C(C)C)C(C)C.[CH2:66]([SH:73])[C:67]1[CH:72]=[CH:71][CH:70]=[CH:69][CH:68]=1. (4) Given the product [CH3:4][CH2:3][CH:2]([C:6]1[CH:7]=[C:8]([CH:13]=[CH:14][N:15]=1)[C:9]([OH:11])=[O:10])[CH2:1][CH3:17], predict the reactants needed to synthesize it. The reactants are: [CH3:1][CH:2]([C:6]1[CH:7]=[C:8]([CH:13]=[CH:14][N:15]=1)[C:9]([O:11]C)=[O:10])[CH2:3][CH2:4]C.Cl.[CH2:17]1COCC1.